Dataset: Catalyst prediction with 721,799 reactions and 888 catalyst types from USPTO. Task: Predict which catalyst facilitates the given reaction. Reactant: C(N(CC)CC)C.[CH3:8][NH:9][CH2:10][CH2:11][OH:12].[C:13]1([C:19](Cl)([C:26]2[CH:31]=[CH:30][CH:29]=[CH:28][CH:27]=2)[C:20]2[CH:25]=[CH:24][CH:23]=[CH:22][CH:21]=2)[CH:18]=[CH:17][CH:16]=[CH:15][CH:14]=1. Product: [CH3:8][N:9]([C:19]([C:13]1[CH:18]=[CH:17][CH:16]=[CH:15][CH:14]=1)([C:26]1[CH:27]=[CH:28][CH:29]=[CH:30][CH:31]=1)[C:20]1[CH:21]=[CH:22][CH:23]=[CH:24][CH:25]=1)[CH2:10][CH2:11][OH:12]. The catalyst class is: 2.